Dataset: Forward reaction prediction with 1.9M reactions from USPTO patents (1976-2016). Task: Predict the product of the given reaction. Given the reactants [F:1][C:2]1[CH:7]=[CH:6][C:5]([S:8]([CH2:11][CH2:12][CH2:13][CH2:14][CH2:15][N:16]2[C:24]3[C:23]([CH3:25])=[C:22]([CH3:26])[N:21]4N=N[N:29]=[C:20]4[C:19]=3[N:18]=[C:17]2[CH2:30][CH2:31][CH3:32])(=[O:10])=[O:9])=[CH:4][CH:3]=1.FC(F)(F)C(O)=O, predict the reaction product. The product is: [F:1][C:2]1[CH:3]=[CH:4][C:5]([S:8]([CH2:11][CH2:12][CH2:13][CH2:14][CH2:15][N:16]2[C:24]3[C:23]([CH3:25])=[C:22]([CH3:26])[N:21]=[C:20]([NH2:29])[C:19]=3[N:18]=[C:17]2[CH2:30][CH2:31][CH3:32])(=[O:10])=[O:9])=[CH:6][CH:7]=1.